From a dataset of Full USPTO retrosynthesis dataset with 1.9M reactions from patents (1976-2016). Predict the reactants needed to synthesize the given product. (1) Given the product [CH3:2][O:3][C:4]([CH:6]1[CH2:9][N:8]([CH2:25][C:24]2[CH:27]=[CH:28][CH:29]=[C:22]([N+:19]([O-:21])=[O:20])[CH:23]=2)[CH2:7]1)=[O:5], predict the reactants needed to synthesize it. The reactants are: Cl.[CH3:2][O:3][C:4]([CH:6]1[CH2:9][NH:8][CH2:7]1)=[O:5].CCN(C(C)C)C(C)C.[N+:19]([C:22]1[CH:23]=[C:24]([CH:27]=[CH:28][CH:29]=1)[CH:25]=O)([O-:21])=[O:20].[BH-](OC(C)=O)(OC(C)=O)OC(C)=O.[Na+]. (2) Given the product [CH3:32][C:22]([NH:33][CH2:11][C@H:9]([C:6]1[CH:5]=[C:4]([CH:12]([CH2:19][CH3:20])[CH2:13][C:14]([O:16][CH2:17][CH3:18])=[O:15])[CH:3]=[C:2]([F:1])[C:7]=1[F:8])[OH:10])([CH3:21])[CH2:23][CH2:24][CH2:25][C:26]1[CH:31]=[CH:30][CH:29]=[CH:28][CH:27]=1, predict the reactants needed to synthesize it. The reactants are: [F:1][C:2]1[CH:3]=[C:4]([CH:12]([CH2:19][CH3:20])[CH2:13][C:14]([O:16][CH2:17][CH3:18])=[O:15])[CH:5]=[C:6]([C@H:9]2[CH2:11][O:10]2)[C:7]=1[F:8].[CH3:21][C:22]([NH2:33])([CH3:32])[CH2:23][CH2:24][CH2:25][C:26]1[CH:31]=[CH:30][CH:29]=[CH:28][CH:27]=1. (3) Given the product [NH2:7][C:2]1[CH:3]=[CH:4][CH:5]=[CH:6][C:1]=1[NH:8][CH:14]1[CH2:15][CH2:10][CH2:11][N:12]([C:16]([O:18][C:19]([CH3:22])([CH3:21])[CH3:20])=[O:17])[CH2:13]1, predict the reactants needed to synthesize it. The reactants are: [C:1]1([NH2:8])[C:2]([NH2:7])=[CH:3][CH:4]=[CH:5][CH:6]=1.O=[C:10]1[CH2:15][CH2:14][CH2:13][N:12]([C:16]([O:18][C:19]([CH3:22])([CH3:21])[CH3:20])=[O:17])[CH2:11]1. (4) The reactants are: [NH2:1][C:2]1[S:6][C:5]2[CH2:7][CH2:8][CH2:9][CH2:10][C:4]=2[C:3]=1[C:11]([C:13]1[CH:18]=[CH:17][C:16]([CH3:19])=[CH:15][C:14]=1[O:20][CH3:21])=O.[C:22]([O:29][CH3:30])(=[O:28])[CH2:23][CH2:24][C:25]([CH3:27])=O.Cl[Si](C)(C)C. Given the product [CH3:30][O:29][C:22](=[O:28])[CH2:23][C:24]1[C:11]([C:13]2[CH:18]=[CH:17][C:16]([CH3:19])=[CH:15][C:14]=2[O:20][CH3:21])=[C:3]2[C:4]3[CH2:10][CH2:9][CH2:8][CH2:7][C:5]=3[S:6][C:2]2=[N:1][C:25]=1[CH3:27], predict the reactants needed to synthesize it. (5) The reactants are: Cl[C:2]1[CH:3]=[CH:4][C:5]2[C:6](=[O:20])[N:7]([CH3:19])[CH2:8][CH:9]([C:13]3[CH:18]=[CH:17][CH:16]=[CH:15][CH:14]=3)[O:10][C:11]=2[N:12]=1.[CH3:21][C:22]1[N:26]=[C:25]([C:27]2[CH:33]=[CH:32][C:30]([NH2:31])=[CH:29][CH:28]=2)[O:24][N:23]=1.C1(C2C=CC=CC=2)C=CC=CC=1P(C1CCCCC1)C1CCCCC1.C([O-])([O-])=O.[Cs+].[Cs+]. Given the product [CH3:19][N:7]1[C:6](=[O:20])[C:5]2[CH:4]=[CH:3][C:2]([NH:31][C:30]3[CH:29]=[CH:28][C:27]([C:25]4[O:24][N:23]=[C:22]([CH3:21])[N:26]=4)=[CH:33][CH:32]=3)=[N:12][C:11]=2[O:10][CH:9]([C:13]2[CH:18]=[CH:17][CH:16]=[CH:15][CH:14]=2)[CH2:8]1, predict the reactants needed to synthesize it.